The task is: Predict the product of the given reaction.. This data is from Forward reaction prediction with 1.9M reactions from USPTO patents (1976-2016). (1) Given the reactants N1C2C(=CC([CH:10]3[CH2:15][CH2:14][N:13]([C:16]([O:18][C:19]([CH3:22])([CH3:21])[CH3:20])=[O:17])[CH2:12][CH2:11]3)=CC=2)C=N1.Br[C:24]1[CH:29]=[CH:28][C:27]([C:30]#[C:31][Si:32]([CH3:35])([CH3:34])[CH3:33])=[CH:26][CH:25]=1, predict the reaction product. The product is: [CH3:33][Si:32]([C:31]#[C:30][C:27]1[CH:28]=[CH:29][C:24]([CH:10]2[CH2:15][CH2:14][N:13]([C:16]([O:18][C:19]([CH3:21])([CH3:22])[CH3:20])=[O:17])[CH2:12][CH2:11]2)=[CH:25][CH:26]=1)([CH3:34])[CH3:35]. (2) Given the reactants [CH2:1]([N:5]([CH2:13][CH2:14][CH2:15][CH3:16])[C:6]1[CH:7]=[C:8]([OH:12])[CH:9]=[CH:10][CH:11]=1)[CH2:2][CH2:3][CH3:4].CI.[C:19](=O)([O-])[O-].[K+].[K+].O, predict the reaction product. The product is: [CH2:1]([N:5]([CH2:13][CH2:14][CH2:15][CH3:16])[C:6]1[CH:11]=[CH:10][CH:9]=[C:8]([O:12][CH3:19])[CH:7]=1)[CH2:2][CH2:3][CH3:4].